From a dataset of Forward reaction prediction with 1.9M reactions from USPTO patents (1976-2016). Predict the product of the given reaction. (1) Given the reactants [H-].[Na+].[N:3]1([CH2:8][CH2:9][OH:10])[CH2:7][CH2:6][CH2:5][CH2:4]1.Cl[C:12]1[CH:17]=[C:16]([NH2:18])[CH:15]=[CH:14][N:13]=1, predict the reaction product. The product is: [N:3]1([CH2:8][CH2:9][O:10][C:12]2[CH:17]=[C:16]([NH2:18])[CH:15]=[CH:14][N:13]=2)[CH2:7][CH2:6][CH2:5][CH2:4]1. (2) Given the reactants [Br:1][C:2]1[CH:7]=[CH:6][C:5]([CH:8](Br)[CH3:9])=[CH:4][CH:3]=1.[NH:11]1[CH:15]=[CH:14][N:13]=[C:12]1[CH2:16][OH:17].C([O-])([O-])=O.[K+].[K+], predict the reaction product. The product is: [Br:1][C:2]1[CH:7]=[CH:6][C:5]([CH:8]([N:11]2[CH:15]=[CH:14][N:13]=[C:12]2[CH2:16][OH:17])[CH3:9])=[CH:4][CH:3]=1. (3) The product is: [Na+:36].[C:32]([CH2:31][CH2:30][NH:29][C:25]1[C:24]([C:16]2[N:15]([CH2:14][C:13]([C:10]3[CH:9]=[CH:8][C:7]([NH:6][S:2](=[O:4])(=[O:3])[O-:5])=[CH:12][CH:11]=3)=[O:34])[C:19]3[CH:20]=[CH:21][CH:22]=[CH:23][C:18]=3[N:17]=2)=[N:28][O:27][N:26]=1)#[N:33]. Given the reactants Cl[S:2]([OH:5])(=[O:4])=[O:3].[NH2:6][C:7]1[CH:12]=[CH:11][C:10]([C:13](=[O:34])[CH2:14][N:15]2[C:19]3[CH:20]=[CH:21][CH:22]=[CH:23][C:18]=3[N:17]=[C:16]2[C:24]2[C:25]([NH:29][CH2:30][CH2:31][C:32]#[N:33])=[N:26][O:27][N:28]=2)=[CH:9][CH:8]=1.[OH-].[Na+:36].CC1C=CC(COC(NNC(C2C=NC=CN=2)=O)=O)=CC=1, predict the reaction product.